Task: Predict the reactants needed to synthesize the given product.. Dataset: Full USPTO retrosynthesis dataset with 1.9M reactions from patents (1976-2016) (1) Given the product [Cl:1][C:2]1[CH:3]=[C:4]([CH:25]=[CH:26][CH:27]=1)[CH2:5][NH:6][C:7]([C:9]1[N:31]([CH2:32][CH2:33][OH:34])[CH:11]=[C:12]([Br:24])[C:13](=[O:23])[C:14]=1[O:15][CH2:16][C:17]1[CH:18]=[CH:19][CH:20]=[CH:21][CH:22]=1)=[O:8], predict the reactants needed to synthesize it. The reactants are: [Cl:1][C:2]1[CH:3]=[C:4]([CH:25]=[CH:26][CH:27]=1)[CH2:5][NH:6][C:7]([C:9]1O[CH:11]=[C:12]([Br:24])[C:13](=[O:23])[C:14]=1[O:15][CH2:16][C:17]1[CH:22]=[CH:21][CH:20]=[CH:19][CH:18]=1)=[O:8].C(O)C.[NH2:31][CH2:32][CH2:33][OH:34]. (2) Given the product [O:7]=[C:3]1[CH:2]([NH:1][C:23](=[O:24])[O:22][CH2:15][C:16]2[CH:21]=[CH:20][CH:19]=[CH:18][CH:17]=2)[CH2:6][CH2:5][NH:4]1, predict the reactants needed to synthesize it. The reactants are: [NH2:1][CH:2]1[CH2:6][CH2:5][NH:4][C:3]1=[O:7].C(N(CC)CC)C.[CH2:15]([O:22][C:23](ON1C(=O)CCC1=O)=[O:24])[C:16]1[CH:21]=[CH:20][CH:19]=[CH:18][CH:17]=1. (3) Given the product [C:1]([O:8][CH2:12][CH:11]([CH2:14][CH3:15])[CH2:9][CH3:10])(=[O:7])[CH2:2][CH2:3][CH2:4][CH2:5][CH3:6], predict the reactants needed to synthesize it. The reactants are: [C:1]([OH:8])(=[O:7])[CH2:2][CH2:3][CH2:4][CH2:5][CH3:6].[CH2:9]([CH:11]([CH2:14][CH3:15])[CH2:12]O)[CH3:10].